From a dataset of Blood-brain barrier permeability classification from the B3DB database. Regression/Classification. Given a drug SMILES string, predict its absorption, distribution, metabolism, or excretion properties. Task type varies by dataset: regression for continuous measurements (e.g., permeability, clearance, half-life) or binary classification for categorical outcomes (e.g., BBB penetration, CYP inhibition). Dataset: b3db_classification. (1) The molecule is CC(C)NCC(O)COc1cccc2ccccc12. The result is 1 (penetrates BBB). (2) The drug is c1ccc2c(c1)CCc1cccc3c1[C@@H]2CN1CCCC[C@H]31. The result is 1 (penetrates BBB). (3) The compound is C=C1CC[C@@]2(O)[C@H]3Cc4ccc(O)c5c4[C@@]2(CCN3CC2CC2)[C@H]1O5. The result is 1 (penetrates BBB). (4) The molecule is CCCCS(=O)(=O)NC(Cc1ccc(OCCCCC2CCNCC2)cc1)C(=O)O. The result is 0 (does not penetrate BBB). (5) The molecule is CCN(CC)C(=O)N[C@H]1C=C2c3cccc4[nH]cc(c34)C[C@@H]2N(C)C1. The result is 1 (penetrates BBB). (6) The drug is Cc1cc2c(c(=O)o1)[C@@H](c1ccc3c(c1)OCO3)CC(=O)O2. The result is 0 (does not penetrate BBB). (7) The molecule is Clc1ccc2c(c1)/C(=C/[C@@H]1CN3CCC1CC3)c1ccccc1S2. The result is 1 (penetrates BBB). (8) The drug is Oc1ccccc1-c1nnco1. The result is 1 (penetrates BBB). (9) The compound is Cc1nc(NC(=O)N2CCC[C@H]2C(N)=O)sc1-c1ccnc(C(C)(C)C(F)(F)F)c1. The result is 0 (does not penetrate BBB). (10) The drug is Cc1cccc(OC2CCNCC2O)c1C. The result is 1 (penetrates BBB).